This data is from Forward reaction prediction with 1.9M reactions from USPTO patents (1976-2016). The task is: Predict the product of the given reaction. (1) Given the reactants Cl[CH2:2][C:3]([NH:5][C:6]1[CH:11]=[CH:10][CH:9]=[CH:8][CH:7]=1)=[O:4].[N:12]1[CH:17]=[CH:16][CH:15]=[CH:14][C:13]=1[N:18]1[CH2:23][CH2:22][NH:21][CH2:20][CH2:19]1.C(N(CC)C(C)C)(C)C, predict the reaction product. The product is: [C:6]1([NH:5][C:3](=[O:4])[CH2:2][N:21]2[CH2:22][CH2:23][N:18]([C:13]3[CH:14]=[CH:15][CH:16]=[CH:17][N:12]=3)[CH2:19][CH2:20]2)[CH:11]=[CH:10][CH:9]=[CH:8][CH:7]=1. (2) Given the reactants [C:1]([C:3]1[CH:25]=[CH:24][C:6]([C:7]([NH:9][C:10]2[C:15]([F:16])=[C:14]([F:17])[C:13]([C:18]([F:21])([F:20])[F:19])=[C:12]([F:22])[C:11]=2[F:23])=[O:8])=[CH:5][CH:4]=1)#[N:2].[O-]S(C(F)(F)[F:31])(=O)=O.F[N+]1C(C)=CC(C)=CC=1C, predict the reaction product. The product is: [C:1]([C:3]1[CH:4]=[CH:5][C:6]([C:7]([NH:9][C:10]2[C:11]([F:23])=[C:12]([F:22])[C:13]([C:18]([F:20])([F:19])[F:21])=[C:14]([F:17])[C:15]=2[F:16])=[O:8])=[C:24]([F:31])[CH:25]=1)#[N:2].